Predict which catalyst facilitates the given reaction. From a dataset of Catalyst prediction with 721,799 reactions and 888 catalyst types from USPTO. Reactant: O[C:2]1C=[CH:10][C:5]([C:6]([O:8][CH3:9])=[O:7])=[CH:4][C:3]=1I.ClCI.C([Zn][CH2:19][CH3:20])C.[NH4+:21].[Cl-].[NH4+].[OH-:24]. Product: [C:2]([C:3]1[CH:4]=[C:5]([CH:10]=[CH:19][C:20]=1[OH:24])[C:6]([O:8][CH3:9])=[O:7])#[N:21]. The catalyst class is: 839.